From a dataset of Forward reaction prediction with 1.9M reactions from USPTO patents (1976-2016). Predict the product of the given reaction. (1) Given the reactants Br[C:2]1[CH:7]=[CH:6][C:5]([O:8][CH2:9][CH2:10][CH2:11][CH2:12][CH2:13][CH2:14][CH3:15])=[CH:4][CH:3]=1.[O:16]=[C:17]1[NH:22][CH2:21][CH2:20][N:19]([C:23]([O:25][C:26]([CH3:29])([CH3:28])[CH3:27])=[O:24])[CH2:18]1.[I-].CN[C@@H]1CCCC[C@H]1NC.C(=O)([O-])[O-].[K+].[K+], predict the reaction product. The product is: [CH2:9]([O:8][C:5]1[CH:6]=[CH:7][C:2]([N:22]2[CH2:21][CH2:20][N:19]([C:23]([O:25][C:26]([CH3:28])([CH3:27])[CH3:29])=[O:24])[CH2:18][C:17]2=[O:16])=[CH:3][CH:4]=1)[CH2:10][CH2:11][CH2:12][CH2:13][CH2:14][CH3:15]. (2) Given the reactants [N:12]1[C:14]2[C:5](=[CH:6][CH:7]=[C:8]3[C:13]=2[N:12]=[CH:14][CH:5]=[CH:6]3)[CH:7]=[CH:8][CH:13]=1.[C:15]([O-])([O-])=[O:16].[Cs+].[Cs+].IC1C=C(C=CC=1)N.CO, predict the reaction product. The product is: [CH3:15][O:16][C:5]1[CH:14]=[C:13]([CH:8]=[CH:7][CH:6]=1)[NH2:12].